The task is: Predict which catalyst facilitates the given reaction.. This data is from Catalyst prediction with 721,799 reactions and 888 catalyst types from USPTO. (1) Reactant: [CH3:1][O:2][C:3](=[O:47])[CH:4]([N:12]([S:33]([C:36]1[C:41]([CH3:42])=[CH:40][C:39]([O:43][CH3:44])=[C:38]([CH3:45])[C:37]=1[CH3:46])(=[O:35])=[O:34])[CH2:13][C:14]1[CH:19]=[CH:18][C:17]([Sn](CCCC)(CCCC)CCCC)=[CH:16][CH:15]=1)[CH2:5][C:6]1[CH:11]=[CH:10][CH:9]=[CH:8][CH:7]=1.[CH3:48][O:49][C:50]([C:52]1[S:53][C:54](Br)=[CH:55][CH:56]=1)=[O:51]. Product: [CH3:48][O:49][C:50]([C:52]1[S:53][C:54]([C:17]2[CH:18]=[CH:19][C:14]([CH2:13][N:12]([CH:4]([C:3]([O:2][CH3:1])=[O:47])[CH2:5][C:6]3[CH:11]=[CH:10][CH:9]=[CH:8][CH:7]=3)[S:33]([C:36]3[C:41]([CH3:42])=[CH:40][C:39]([O:43][CH3:44])=[C:38]([CH3:45])[C:37]=3[CH3:46])(=[O:35])=[O:34])=[CH:15][CH:16]=2)=[CH:55][CH:56]=1)=[O:51]. The catalyst class is: 11. (2) Reactant: [C:8](O[C:8]([C:10]([F:13])([F:12])[F:11])=[O:9])([C:10]([F:13])([F:12])[F:11])=[O:9].CCN(CC)CC.[Br:21][C:22]1[C:33]([OH:34])=[N:32][C:25]2[CH2:26][CH2:27][NH:28][CH2:29][CH:30]([CH3:31])[C:24]=2[CH:23]=1. Product: [Br:21][C:22]1[C:33]([OH:34])=[N:32][C:25]2[CH2:26][CH2:27][N:28]([C:8](=[O:9])[C:10]([F:11])([F:12])[F:13])[CH2:29][CH:30]([CH3:31])[C:24]=2[CH:23]=1. The catalyst class is: 2. (3) Reactant: [F:1][C:2]([F:12])([F:11])[C:3]1[CH:4]=[C:5]([CH2:9][NH2:10])[CH:6]=[CH:7][CH:8]=1.[C:13]1(=[O:19])[O:18][C:16](=[O:17])[CH2:15][CH2:14]1.CC(=O)OCC.CO. Product: [O:19]=[C:13]([NH:10][CH2:9][C:5]1[CH:6]=[CH:7][CH:8]=[C:3]([C:2]([F:11])([F:12])[F:1])[CH:4]=1)[CH2:14][CH2:15][C:16]([OH:18])=[O:17]. The catalyst class is: 28.